Predict the reactants needed to synthesize the given product. From a dataset of Full USPTO retrosynthesis dataset with 1.9M reactions from patents (1976-2016). (1) Given the product [F:46][C:47]([F:52])([F:51])[C:48]([OH:50])=[O:49].[C:42]([Si:39]([CH3:40])([CH3:41])[O:38][CH2:37][CH2:36][N:9]1[CH:10]([CH2:31][C:32]([CH3:35])([CH3:34])[CH3:33])[C:11]([C:23]2[CH:28]=[CH:27][C:26]([Cl:29])=[CH:25][C:24]=2[F:30])([C:21]#[N:22])[CH:12]([C:13]2[CH:18]=[CH:17][CH:16]=[C:15]([Cl:19])[C:14]=2[F:20])[CH:8]1[C:6]([OH:7])=[O:5])([CH3:43])([CH3:44])[CH3:45], predict the reactants needed to synthesize it. The reactants are: C([O:5][C:6]([CH:8]1[CH:12]([C:13]2[CH:18]=[CH:17][CH:16]=[C:15]([Cl:19])[C:14]=2[F:20])[C:11]([C:23]2[CH:28]=[CH:27][C:26]([Cl:29])=[CH:25][C:24]=2[F:30])([C:21]#[N:22])[CH:10]([CH2:31][C:32]([CH3:35])([CH3:34])[CH3:33])[N:9]1[CH2:36][CH2:37][O:38][Si:39]([C:42]([CH3:45])([CH3:44])[CH3:43])([CH3:41])[CH3:40])=[O:7])(C)(C)C.[F:46][C:47]([F:52])([F:51])[C:48]([OH:50])=[O:49]. (2) Given the product [CH3:12][NH:11][C:7]1[CH:6]=[C:5]([CH:10]=[CH:9][CH:8]=1)[O:4][CH2:3][C:2]([NH2:1])=[O:20], predict the reactants needed to synthesize it. The reactants are: [NH2:1][C:2](=[O:20])[CH2:3][O:4][C:5]1[CH:6]=[C:7]([N:11](C)[C:12](=O)OC(C)(C)C)[CH:8]=[CH:9][CH:10]=1.C(Cl)Cl. (3) Given the product [CH3:26][C:16]1[CH:21]=[CH:20][C:19]([S:22]([O:12][CH2:11][CH:8]2[CH2:7][C:6]3[CH:5]=[C:4]([CH:13]([CH3:15])[CH3:14])[CH:3]=[C:2]([Br:1])[C:10]=3[O:9]2)(=[O:24])=[O:23])=[CH:18][CH:17]=1, predict the reactants needed to synthesize it. The reactants are: [Br:1][C:2]1[C:10]2[O:9][CH:8]([CH2:11][OH:12])[CH2:7][C:6]=2[CH:5]=[C:4]([CH:13]([CH3:15])[CH3:14])[CH:3]=1.[C:16]1([CH3:26])[CH:21]=[CH:20][C:19]([S:22](Cl)(=[O:24])=[O:23])=[CH:18][CH:17]=1.CC1C=CC(S(OCC2CC3C(C(F)(F)F)=CC=C(Cl)C=3O2)(=O)=O)=CC=1. (4) Given the product [Cl:7][C:8]1[CH:9]=[C:10]([NH:22][C:23]2[C:32]3[C:27](=[CH:28][CH:29]=[CH:30][C:31]=3[O:33][C@@H:34]([CH3:38])[CH2:35][N:36]([CH3:37])[C:4](=[O:6])[CH2:3][O:2][CH3:1])[N:26]=[CH:25][N:24]=2)[CH:11]=[CH:12][C:13]=1[O:14][CH2:15][C:16]1[CH:21]=[CH:20][CH:19]=[CH:18][N:17]=1, predict the reactants needed to synthesize it. The reactants are: [CH3:1][O:2][CH2:3][C:4]([OH:6])=O.[Cl:7][C:8]1[CH:9]=[C:10]([NH:22][C:23]2[C:32]3[C:27](=[CH:28][CH:29]=[CH:30][C:31]=3[O:33][C@@H:34]([CH3:38])[CH2:35][NH:36][CH3:37])[N:26]=[CH:25][N:24]=2)[CH:11]=[CH:12][C:13]=1[O:14][CH2:15][C:16]1[CH:21]=[CH:20][CH:19]=[CH:18][N:17]=1. (5) Given the product [OH:30][C:26]1[CH:25]=[C:24]([CH:29]=[CH:28][CH:27]=1)[CH2:23][C:17]1([CH2:16][N:6]([C@@H:7]2[CH2:9][C@H:8]2[C:10]2[CH:11]=[CH:12][CH:13]=[CH:14][CH:15]=2)[C:4](=[O:5])[C:3]([F:2])([F:31])[F:32])[CH2:22][CH2:21][N:20]([CH2:35][CH2:34][C:33]([O:37][CH3:38])=[O:36])[CH2:19][CH2:18]1, predict the reactants needed to synthesize it. The reactants are: Cl.[F:2][C:3]([F:32])([F:31])[C:4]([N:6]([CH2:16][C:17]1([CH2:23][C:24]2[CH:29]=[CH:28][CH:27]=[C:26]([OH:30])[CH:25]=2)[CH2:22][CH2:21][NH:20][CH2:19][CH2:18]1)[C@@H:7]1[CH2:9][C@H:8]1[C:10]1[CH:15]=[CH:14][CH:13]=[CH:12][CH:11]=1)=[O:5].[C:33]([O:37][CH3:38])(=[O:36])[CH:34]=[CH2:35].C(N(CC)CC)C. (6) Given the product [OH:11][C:8]1[CH:7]=[CH:6][C:5]([CH2:4][CH2:3][CH:2]([NH:1][C:20](=[O:22])[CH3:21])[CH3:12])=[CH:10][CH:9]=1, predict the reactants needed to synthesize it. The reactants are: [NH2:1][CH:2]([CH3:12])[CH2:3][CH2:4][C:5]1[CH:10]=[CH:9][C:8]([OH:11])=[CH:7][CH:6]=1.C(N(CC)CC)C.[C:20](OC(=O)C)(=[O:22])[CH3:21]. (7) Given the product [F:40][C:37]([F:38])([F:39])[C:36]1[C:31]([CH2:30][N:1]2[C:9]3[C:4](=[CH:5][CH:6]=[CH:7][CH:8]=3)[C@@:3]3([C:21]4[C:12](=[CH:13][C:14]5[O:19][CH2:18][CH2:17][O:16][C:15]=5[CH:20]=4)[O:11][CH2:10]3)[C:2]2=[O:22])=[N:32][CH:33]=[CH:34][CH:35]=1, predict the reactants needed to synthesize it. The reactants are: [NH:1]1[C:9]2[C:4](=[CH:5][CH:6]=[CH:7][CH:8]=2)[C@@:3]2([C:21]3[C:12](=[CH:13][C:14]4[O:19][CH2:18][CH2:17][O:16][C:15]=4[CH:20]=3)[O:11][CH2:10]2)[C:2]1=[O:22].C(=O)([O-])[O-].[Cs+].[Cs+].Br[CH2:30][C:31]1[C:36]([C:37]([F:40])([F:39])[F:38])=[CH:35][CH:34]=[CH:33][N:32]=1. (8) Given the product [CH2:10]([N:17]1[CH2:22][CH2:21][CH2:7][C:6](=[O:5])[CH2:19][CH2:18]1)[C:11]1[CH:16]=[CH:15][CH:14]=[CH:13][CH:12]=1, predict the reactants needed to synthesize it. The reactants are: CN(N=O)C([O:5][CH2:6][CH3:7])=O.[CH2:10]([N:17]1[CH2:22][CH2:21]C(=O)[CH2:19][CH2:18]1)[C:11]1[CH:16]=[CH:15][CH:14]=[CH:13][CH:12]=1.[O-2].[Ba+2].